This data is from Forward reaction prediction with 1.9M reactions from USPTO patents (1976-2016). The task is: Predict the product of the given reaction. (1) Given the reactants [C:1]([C:5]1[CH:6]=[C:7]2[C:12](=[C:13]([F:15])[CH:14]=1)[C:11](=[O:16])[N:10]([C:17]1[CH:18]=[C:19]([N:23]3[CH:27]=[C:26]([C:28]#[N:29])[CH:25]=[N:24]3)[CH:20]=[CH:21][CH:22]=1)[N:9]=[CH:8]2)([CH3:4])([CH3:3])[CH3:2].C([OH:32])C, predict the reaction product. The product is: [C:1]([C:5]1[CH:6]=[C:7]2[C:12](=[C:13]([F:15])[CH:14]=1)[C:11](=[O:16])[N:10]([C:17]1[CH:18]=[C:19]([N:23]3[CH:27]=[C:26]([C:28]([NH2:29])=[O:32])[CH:25]=[N:24]3)[CH:20]=[CH:21][CH:22]=1)[N:9]=[CH:8]2)([CH3:4])([CH3:2])[CH3:3]. (2) Given the reactants [CH2:1]([O:3][C:4]([N:6]1[CH2:19][CH2:18][C:9]2[C:10]3[C:15](Cl)=[N:14][CH:13]=[N:12][C:11]=3[S:17][C:8]=2[CH2:7]1)=[O:5])[CH3:2].[H][H], predict the reaction product. The product is: [CH2:1]([O:3][C:4]([N:6]1[CH2:19][CH2:18][C:9]2[C:10]3[CH:15]=[N:14][CH:13]=[N:12][C:11]=3[S:17][C:8]=2[CH2:7]1)=[O:5])[CH3:2]. (3) Given the reactants O[CH:2]1[C:10]2[C:5](=[CH:6][CH:7]=[CH:8][CH:9]=2)[C:4](=[O:11])[N:3]1[CH2:12][C:13]1[S:14][CH:15]=[CH:16][CH:17]=1.[C:18]([OH:22])(=[O:21])[CH2:19][SH:20], predict the reaction product. The product is: [O:11]=[C:4]1[C:5]2[C:10](=[CH:9][CH:8]=[CH:7][CH:6]=2)[CH:2]([S:20][CH2:19][C:18]([OH:22])=[O:21])[N:3]1[CH2:12][C:13]1[S:14][CH:15]=[CH:16][CH:17]=1. (4) Given the reactants [OH-].[Li+].[CH3:3][C:4]([CH3:41])([CH3:40])[C@@H:5]([C:36]([O:38]C)=[O:37])[NH:6][C:7]([C:9]1[CH:14]=[CH:13][C:12]([C:15]2[CH:20]=[CH:19][C:18]([O:21][CH3:22])=[CH:17][CH:16]=2)=[CH:11][C:10]=1[NH:23][C:24]([NH:26][C:27]1[C:32]([CH3:33])=[CH:31][C:30]([CH3:34])=[CH:29][C:28]=1[CH3:35])=[O:25])=[O:8].CO.O, predict the reaction product. The product is: [CH3:3][C:4]([CH3:41])([CH3:40])[C@@H:5]([C:36]([OH:38])=[O:37])[NH:6][C:7]([C:9]1[CH:14]=[CH:13][C:12]([C:15]2[CH:20]=[CH:19][C:18]([O:21][CH3:22])=[CH:17][CH:16]=2)=[CH:11][C:10]=1[NH:23][C:24]([NH:26][C:27]1[C:28]([CH3:35])=[CH:29][C:30]([CH3:34])=[CH:31][C:32]=1[CH3:33])=[O:25])=[O:8]. (5) Given the reactants C1(C2C(O[C@@H]3CCCN(CC4C=CC(Cl)=C(Cl)C=4)C3)=CC(F)=C(C=2)C(O)=O)CC1.[CH:30]1([C:33]2[C:34]([O:43][C@@H:44]3[CH2:49][CH2:48][CH2:47][N:46]([CH2:50][C:51]4[CH:56]=[CH:55][C:54]([F:57])=[CH:53][CH:52]=4)[CH2:45]3)=[CH:35][C:36]([F:42])=[C:37]([CH:41]=2)[C:38]([OH:40])=O)[CH2:32][CH2:31]1.CS(N)(=O)=O.[CH:63]1([S:66]([NH2:69])(=[O:68])=[O:67])[CH2:65][CH2:64]1, predict the reaction product. The product is: [CH:30]1([C:33]2[C:34]([O:43][C@@H:44]3[CH2:49][CH2:48][CH2:47][N:46]([CH2:50][C:51]4[CH:52]=[CH:53][C:54]([F:57])=[CH:55][CH:56]=4)[CH2:45]3)=[CH:35][C:36]([F:42])=[C:37]([CH:41]=2)[C:38]([NH:69][S:66]([CH:63]2[CH2:65][CH2:64]2)(=[O:68])=[O:67])=[O:40])[CH2:31][CH2:32]1. (6) Given the reactants [CH2:1]([C:5]1O[C:7](=[O:19])[C:8]2[CH:18]=[C:17]3[C:12]([CH:13]=[CH:14][CH:15]=[CH:16]3)=[CH:11][C:9]=2[N:10]=1)[CH:2]([CH3:4])[CH3:3].[CH2:20]([NH2:27])[C:21]1[CH:26]=[CH:25][CH:24]=[CH:23][CH:22]=1.[OH-].[Na+], predict the reaction product. The product is: [CH2:20]([N:27]1[C:7](=[O:19])[C:8]2[C:9](=[CH:11][C:12]3[CH:13]=[CH:14][CH:15]=[CH:16][C:17]=3[CH:18]=2)[N:10]=[C:5]1[CH2:1][CH:2]([CH3:3])[CH3:4])[C:21]1[CH:26]=[CH:25][CH:24]=[CH:23][CH:22]=1. (7) Given the reactants [Br:1][C:2]1[CH:10]=[CH:9][C:5]([C:6]([OH:8])=[O:7])=[C:4]([Cl:11])[CH:3]=1.S(Cl)(Cl)=O.[CH3:16]O, predict the reaction product. The product is: [CH3:16][O:7][C:6](=[O:8])[C:5]1[CH:9]=[CH:10][C:2]([Br:1])=[CH:3][C:4]=1[Cl:11]. (8) Given the reactants C[O:2][C:3](=O)[C:4]1[CH:9]=[CH:8][C:7]([CH2:10][S:11](=[O:25])(=[O:24])[NH:12][CH2:13][C:14]2[CH:19]=[CH:18][C:17]([O:20][CH3:21])=[CH:16][C:15]=2[O:22][CH3:23])=[CH:6][CH:5]=1.[H-].[Al+3].[Li+].[H-].[H-].[H-].O.[OH-].[Na+], predict the reaction product. The product is: [CH3:23][O:22][C:15]1[CH:16]=[C:17]([O:20][CH3:21])[CH:18]=[CH:19][C:14]=1[CH2:13][NH:12][S:11]([CH2:10][C:7]1[CH:8]=[CH:9][C:4]([CH2:3][OH:2])=[CH:5][CH:6]=1)(=[O:25])=[O:24]. (9) Given the reactants [C:1]([O:5][C:6](=[O:36])[NH:7][C:8]1([C:12]2[CH:17]=[CH:16][C:15](C3C(=O)C4C(=CC=C(F)C=4)OC=3C3C=CC=CC=3)=[CH:14][CH:13]=2)[CH2:11][CH2:10][CH2:9]1)([CH3:4])([CH3:3])[CH3:2].I[C:38]1[C:47](=[O:48])[C:46]2[C:41](=[CH:42][C:43]([O:51][CH3:52])=[C:44]([O:49][CH3:50])[CH:45]=2)[O:40][C:39]=1[C:53]1[CH:58]=[CH:57][CH:56]=[CH:55][CH:54]=1, predict the reaction product. The product is: [C:1]([O:5][C:6](=[O:36])[NH:7][C:8]1([C:12]2[CH:13]=[CH:14][C:15]([C:38]3[C:47](=[O:48])[C:46]4[C:41](=[CH:42][C:43]([O:51][CH3:52])=[C:44]([O:49][CH3:50])[CH:45]=4)[O:40][C:39]=3[C:53]3[CH:58]=[CH:57][CH:56]=[CH:55][CH:54]=3)=[CH:16][CH:17]=2)[CH2:9][CH2:10][CH2:11]1)([CH3:4])([CH3:2])[CH3:3].